This data is from Forward reaction prediction with 1.9M reactions from USPTO patents (1976-2016). The task is: Predict the product of the given reaction. (1) Given the reactants C(O[C:4]([C:6]1[C:7]([OH:24])=[C:8]2[CH:16]=[CH:15][N:14]([C:17]3[CH:22]=[CH:21][C:20]([F:23])=[CH:19][CH:18]=3)[C:9]2=[C:10]([C:12]#[N:13])[N:11]=1)=[O:5])C.[NH2:25][CH2:26][C:27]([OH:29])=[O:28].C[O-].[Na+].CO, predict the reaction product. The product is: [C:12]([C:10]1[N:11]=[C:6]([C:4]([NH:25][CH2:26][C:27]([OH:29])=[O:28])=[O:5])[C:7]([OH:24])=[C:8]2[CH:16]=[CH:15][N:14]([C:17]3[CH:22]=[CH:21][C:20]([F:23])=[CH:19][CH:18]=3)[C:9]=12)#[N:13]. (2) The product is: [SH:14][C:2]1[N:9]=[C:8]([CH3:10])[CH:7]=[C:6]([CH3:11])[C:3]=1[C:4]#[N:5]. Given the reactants Cl[C:2]1[N:9]=[C:8]([CH3:10])[CH:7]=[C:6]([CH3:11])[C:3]=1[C:4]#[N:5].NC(N)=[S:14], predict the reaction product.